Binary Classification. Given a drug SMILES string, predict its activity (active/inactive) in a high-throughput screening assay against a specified biological target. From a dataset of Kir2.1 potassium channel HTS with 301,493 compounds. (1) The molecule is s1c(C2N(N=C(C2)c2cc(NS(=O)(=O)C)ccc2)C(=O)c2cc(F)ccc2)ccc1. The result is 0 (inactive). (2) The result is 0 (inactive). The molecule is s1c(CNCc2cc(OC)c(OCc3ccccc3)cc2)ccc1. (3) The drug is S(=O)(=O)(NCC1CCN(CC1)Cc1cc(F)ccc1)c1cc([nH]c1)C(OC)=O. The result is 0 (inactive). (4) The molecule is S(c1[nH]c(c(CC(OCC)=O)c(=O)n1)C)C. The result is 0 (inactive).